Task: Regression. Given a peptide amino acid sequence and an MHC pseudo amino acid sequence, predict their binding affinity value. This is MHC class I binding data.. Dataset: Peptide-MHC class I binding affinity with 185,985 pairs from IEDB/IMGT The peptide sequence is LVIRNEVNDT. The MHC is HLA-A02:06 with pseudo-sequence HLA-A02:06. The binding affinity (normalized) is 0.290.